This data is from NCI-60 drug combinations with 297,098 pairs across 59 cell lines. The task is: Regression. Given two drug SMILES strings and cell line genomic features, predict the synergy score measuring deviation from expected non-interaction effect. (1) Drug 1: CC1=CC=C(C=C1)C2=CC(=NN2C3=CC=C(C=C3)S(=O)(=O)N)C(F)(F)F. Drug 2: CN1C2=C(C=C(C=C2)N(CCCl)CCCl)N=C1CCCC(=O)O.Cl. Cell line: NCI-H226. Synergy scores: CSS=1.70, Synergy_ZIP=-0.699, Synergy_Bliss=-1.12, Synergy_Loewe=0.597, Synergy_HSA=-0.567. (2) Drug 2: C(CCl)NC(=O)N(CCCl)N=O. Synergy scores: CSS=-0.0910, Synergy_ZIP=0.908, Synergy_Bliss=1.95, Synergy_Loewe=-2.18, Synergy_HSA=-1.64. Drug 1: C1CCC(C1)C(CC#N)N2C=C(C=N2)C3=C4C=CNC4=NC=N3. Cell line: BT-549.